Task: Regression. Given a peptide amino acid sequence and an MHC pseudo amino acid sequence, predict their binding affinity value. This is MHC class I binding data.. Dataset: Peptide-MHC class I binding affinity with 185,985 pairs from IEDB/IMGT (1) The peptide sequence is WAQIGHIPY. The MHC is HLA-B15:01 with pseudo-sequence HLA-B15:01. The binding affinity (normalized) is 0.797. (2) The peptide sequence is YHHFKTIEL. The MHC is HLA-B14:02 with pseudo-sequence HLA-B14:02. The binding affinity (normalized) is 0.347. (3) The peptide sequence is RFRYCAPPGY. The MHC is Mamu-A02 with pseudo-sequence Mamu-A02. The binding affinity (normalized) is 0.115. (4) The binding affinity (normalized) is 1.00. The peptide sequence is KVGFIMLFH. The MHC is HLA-A80:01 with pseudo-sequence HLA-A80:01. (5) The peptide sequence is SITEVECFL. The MHC is HLA-A11:01 with pseudo-sequence HLA-A11:01. The binding affinity (normalized) is 0. (6) The peptide sequence is EGNLAQGFR. The MHC is HLA-A26:02 with pseudo-sequence HLA-A26:02. The binding affinity (normalized) is 0.0847. (7) The peptide sequence is NLLLLFVTI. The MHC is HLA-A02:01 with pseudo-sequence HLA-A02:01. The binding affinity (normalized) is 0.510.